This data is from KCNQ2 potassium channel screen with 302,405 compounds. The task is: Binary Classification. Given a drug SMILES string, predict its activity (active/inactive) in a high-throughput screening assay against a specified biological target. (1) The drug is s1c(C(N2CCOCC2)CNC(=O)c2cc([N+]([O-])=O)c(N(C)C)cc2)ccc1. The result is 0 (inactive). (2) The drug is S(=O)(=O)(N\N=C(/c1ccncc1)C)c1ccc(OC)cc1. The result is 0 (inactive).